From a dataset of Catalyst prediction with 721,799 reactions and 888 catalyst types from USPTO. Predict which catalyst facilitates the given reaction. Reactant: [Cl:1][C:2]1[CH:7]=[N:6][CH:5]=[C:4]2[S:8][C:9]([C:11]([OH:13])=O)=[CH:10][C:3]=12.C1N=CN(C(N2C=NC=C2)=O)C=1.[NH2:26][NH:27][C:28]([NH2:30])=[S:29]. Product: [Cl:1][C:2]1[CH:7]=[N:6][CH:5]=[C:4]2[S:8][C:9]([C:11]([NH:26][NH:27][C:28]([NH2:30])=[S:29])=[O:13])=[CH:10][C:3]=12. The catalyst class is: 3.